Dataset: Reaction yield outcomes from USPTO patents with 853,638 reactions. Task: Predict the reaction yield, written as a fraction of the theoretical maximum amount of product (1.0 means a 100% yield; for example, 0.34 means a 34% yield). (1) The reactants are [F:1][CH:2]([F:14])[O:3][C:4]1[CH:13]=[CH:12][C:7]2[N:8]=[C:9]([NH2:11])[S:10][C:6]=2[CH:5]=1.[C:15](N1C=CN=C1)([N:17]1[CH:21]=[CH:20][N:19]=[CH:18]1)=[S:16]. The catalyst is C(#N)C. The product is [F:14][CH:2]([F:1])[O:3][C:4]1[CH:13]=[CH:12][C:7]2[N:8]=[C:9]([NH:11][C:15]([N:17]3[CH:21]=[CH:20][N:19]=[CH:18]3)=[S:16])[S:10][C:6]=2[CH:5]=1. The yield is 0.663. (2) The reactants are FC(F)(F)C(O)=O.C(OC([N:15]1[CH2:18][CH:17]([N:19]2[CH:23]=[C:22]([C:24]3[C:25]([O:39][C:40]4[CH:45]=[CH:44][C:43](F)=C(Cl)C=4)=[C:26]4[C:31](=[CH:32][CH:33]=3)[N:30]([C:34]([O:36][CH3:37])=[O:35])[C@@H:29]([CH3:38])[CH2:28][CH2:27]4)[CH:21]=[N:20]2)[CH2:16]1)=O)(C)(C)C. The catalyst is ClCCl. The product is [NH:15]1[CH2:18][CH:17]([N:19]2[CH:23]=[C:22]([C:24]3[C:25]([O:39][CH:40]4[CH2:43][CH2:44][CH2:45]4)=[C:26]4[C:31](=[CH:32][CH:33]=3)[N:30]([C:34]([O:36][CH3:37])=[O:35])[C@@H:29]([CH3:38])[CH2:28][CH2:27]4)[CH:21]=[N:20]2)[CH2:16]1. The yield is 0.880. (3) The reactants are [CH2:1]([O:8][N:9]1[C:15](=[O:16])[N:14]2[CH2:17][C@H:10]1[CH2:11][CH2:12][C@H:13]2[C:18]([OH:20])=O)[C:2]1[CH:7]=[CH:6][CH:5]=[CH:4][CH:3]=1.[NH2:21][O:22][CH2:23][C@@H:24]([NH:26][C:27](=[O:33])[O:28][C:29]([CH3:32])([CH3:31])[CH3:30])[CH3:25].ON1C2C=CC=CC=2N=N1.Cl.C(N=C=NCCCN(C)C)C. The catalyst is C(Cl)Cl. The product is [CH2:1]([O:8][N:9]1[C:15](=[O:16])[N:14]2[CH2:17][C@H:10]1[CH2:11][CH2:12][C@H:13]2[C:18]([NH:21][O:22][CH2:23][C@@H:24]([NH:26][C:27](=[O:33])[O:28][C:29]([CH3:32])([CH3:31])[CH3:30])[CH3:25])=[O:20])[C:2]1[CH:3]=[CH:4][CH:5]=[CH:6][CH:7]=1. The yield is 0.970. (4) The reactants are [CH2:1]([O:3][C:4]([C:6]1([C:9]2[CH:14]=[CH:13][C:12]([C:15]3[CH:20]=[CH:19][C:18]([C:21]4[S:22][C:23]([Cl:29])=[CH:24][C:25]=4C(=O)N)=[CH:17][C:16]=3[O:30][CH3:31])=[CH:11][CH:10]=2)[CH2:8][CH2:7]1)=[O:5])[CH3:2].[Cl:32][C:33]1[CH:38]=[CH:37][CH:36]=[CH:35][C:34]=1[C@H:39]([OH:41])[CH3:40].[N:42]1[CH:47]=CC=CC=1.FC(F)(F)C(OI(C1C=CC=CC=1)OC(=O)C(F)(F)F)=[O:51]. The catalyst is C1(C)C=CC=CC=1. The product is [CH2:1]([O:3][C:4]([C:6]1([C:9]2[CH:14]=[CH:13][C:12]([C:15]3[CH:20]=[CH:19][C:18]([C:21]4[S:22][C:23]([Cl:29])=[CH:24][C:25]=4[NH:42][C:47]([O:41][C@@H:39]([C:34]4[CH:35]=[CH:36][CH:37]=[CH:38][C:33]=4[Cl:32])[CH3:40])=[O:51])=[CH:17][C:16]=3[O:30][CH3:31])=[CH:11][CH:10]=2)[CH2:8][CH2:7]1)=[O:5])[CH3:2]. The yield is 0.420.